Task: Predict the reaction yield, written as a fraction of the theoretical maximum amount of product (1.0 means a 100% yield; for example, 0.34 means a 34% yield).. Dataset: Reaction yield outcomes from USPTO patents with 853,638 reactions (1) The reactants are Cl.[F:2][C:3]1[CH:30]=[CH:29][C:6]([CH2:7][NH:8][C:9]([C:11]2[CH:16]=[C:15]([C:17]3[CH2:21][CH:20]([CH:22]4[CH2:27][CH2:26][NH:25][CH2:24][CH2:23]4)[O:19][N:18]=3)[N:14]=[C:13]([CH3:28])[N:12]=2)=[O:10])=[CH:5][C:4]=1[O:31][CH3:32].[CH3:33][S:34](Cl)(=[O:36])=[O:35]. The catalyst is C(Cl)Cl.O. The product is [F:2][C:3]1[CH:30]=[CH:29][C:6]([CH2:7][NH:8][C:9]([C:11]2[CH:16]=[C:15]([C:17]3[CH2:21][CH:20]([CH:22]4[CH2:23][CH2:24][N:25]([S:34]([CH3:33])(=[O:36])=[O:35])[CH2:26][CH2:27]4)[O:19][N:18]=3)[N:14]=[C:13]([CH3:28])[N:12]=2)=[O:10])=[CH:5][C:4]=1[O:31][CH3:32]. The yield is 0.550. (2) The reactants are [F:1][C:2]1[CH:10]=[CH:9][CH:8]=[C:7]([F:11])[C:3]=1[C:4](Cl)=[O:5].[Br:12][C:13]1[C:14]([C:22]2[N:23]=[CH:24][C:25]([NH2:28])=[N:26][CH:27]=2)=[CH:15][C:16]2[O:20][CH2:19][O:18][C:17]=2[CH:21]=1.CCN(C(C)C)C(C)C. The catalyst is CN(C1C=CN=CC=1)C.ClCCl.O1CCCC1.CO.[OH-].[Li+]. The product is [Br:12][C:13]1[C:14]([C:22]2[N:23]=[CH:24][C:25]([NH:28][C:4](=[O:5])[C:3]3[C:2]([F:1])=[CH:10][CH:9]=[CH:8][C:7]=3[F:11])=[N:26][CH:27]=2)=[CH:15][C:16]2[O:20][CH2:19][O:18][C:17]=2[CH:21]=1. The yield is 0.660.